This data is from Catalyst prediction with 721,799 reactions and 888 catalyst types from USPTO. The task is: Predict which catalyst facilitates the given reaction. (1) Reactant: [Cl:1][C:2]1[CH:3]=[C:4]([CH:17]=[CH:18][C:19]=1[Cl:20])[O:5][CH2:6][C:7]1[C:14]([F:15])=[CH:13][C:10]([C:11]#[N:12])=[C:9]([F:16])[CH:8]=1.C(=O)([O-])[O-:22].[K+].[K+].OO. Product: [Cl:1][C:2]1[CH:3]=[C:4]([CH:17]=[CH:18][C:19]=1[Cl:20])[O:5][CH2:6][C:7]1[C:14]([F:15])=[CH:13][C:10]([C:11]([NH2:12])=[O:22])=[C:9]([F:16])[CH:8]=1. The catalyst class is: 16. (2) Reactant: [Br:1][C:2]1[CH:3]=[C:4]([OH:8])[CH:5]=[CH:6][CH:7]=1.[C:9](=O)([O-])[O-].[K+].[K+].C(O[CH2:18][CH3:19])C. Product: [Br:1][C:2]1[CH:7]=[CH:6][CH:5]=[C:4]([O:8][CH:19]2[CH2:18][CH2:9]2)[CH:3]=1. The catalyst class is: 18.